The task is: Regression. Given a target protein amino acid sequence and a drug SMILES string, predict the binding affinity score between them. We predict pKi (pKi = -log10(Ki in M); higher means stronger inhibition). Dataset: bindingdb_ki.. This data is from Drug-target binding data from BindingDB using Ki measurements. The small molecule is COC(=O)CCCCCNC(=O)[C@H](CCCCN1C[C@H](O)[C@@H](O)[C@H](O)[C@H]1CO)NS(=O)(=O)c1cccc2c(N(C)C)cccc12. The pKi is 5.2. The target protein (P12614) has sequence MTDPNTLAARFPGDFLFGVATASFQIEGSTKADGRKPSIWDAFCNMPGHVFGRHNGDIACDHYNRWEEDLDLIKEMGVEAYRFSLAWPRIIPDGFGPINEKGLDFYDRLVDGCKARGIKTYATLYHWDLPLTLMGDGGWASRSTAHAFQRYAKTVMARLGDRLDAVATFNEPWCAVWLSHLYGVHAPGERNMEAALAAMHHINLAHGFGVEASRHVAPKVPVGLVLNAHSAIPASDGEADLKAAERAFQFHNGAFFDPVFKGEYPAEMMEALGDRMPVVEAEDLGIISQKLDWWGLNYYTPMRVADDATPGVEFPATMPAPAVSDVKTDIGWEVYAPALHTLVETLYERYDLPECYITENGACYNMGVENGQVNDQPRLDYYAEHLGIVADLIRDGYPMRGYFAWSLMDNFEWAEGYRMRFGLVHVDYQTQVRTVKNSGKWYSALASGFPKGNHGVAKG.